This data is from Catalyst prediction with 721,799 reactions and 888 catalyst types from USPTO. The task is: Predict which catalyst facilitates the given reaction. (1) The catalyst class is: 493. Product: [CH3:1][O:2][C:3](=[O:12])[CH2:4][C:5]1[CH:6]=[N:7][CH:8]=[C:9]([C:56]2[C:55]([CH3:66])=[CH:54][C:53]([C:67]([CH2:68][CH3:69])([C:72]3[CH:77]=[CH:76][C:75](/[CH:78]=[CH:79]/[C:80]([CH2:84][CH3:85])([OH:83])[CH2:81][CH3:82])=[C:74]([CH3:86])[CH:73]=3)[CH2:70][CH3:71])=[CH:52][C:51]=2[CH3:50])[CH:10]=1. Reactant: [CH3:1][O:2][C:3](=[O:12])[CH2:4][C:5]1[CH:6]=[N:7][CH:8]=[C:9](Br)[CH:10]=1.C1(P(C2CCCCC2)C2C=CC=CC=2C2C(OC)=CC=CC=2OC)CCCCC1.P([O-])([O-])([O-])=O.[K+].[K+].[K+].[CH3:50][C:51]1[CH:52]=[C:53]([C:67]([C:72]2[CH:77]=[CH:76][C:75](/[CH:78]=[CH:79]/[C:80]([CH2:84][CH3:85])([OH:83])[CH2:81][CH3:82])=[C:74]([CH3:86])[CH:73]=2)([CH2:70][CH3:71])[CH2:68][CH3:69])[CH:54]=[C:55]([CH3:66])[C:56]=1B1OC(C)(C)C(C)(C)O1.C(=O)(O)[O-].[Na+]. (2) Reactant: [CH3:1][C:2]1([CH3:13])[C:10]2[C:5](=[C:6]([NH2:11])[CH:7]=[CH:8][CH:9]=2)[C@H:4]([CH3:12])[CH2:3]1.[H][H]. Product: [CH3:1][C:2]1([CH3:13])[C:10]2[C:5](=[C:6]([NH2:11])[CH:7]=[CH:8][CH:9]=2)[CH:4]([CH3:12])[CH2:3]1. The catalyst class is: 787. (3) Reactant: [Cl:1][C:2]1[CH:3]=[C:4]([CH:13]=[CH:14][CH:15]=1)[CH2:5][C:6]1[CH:10]=[CH:9][S:8][C:7]=1[CH:11]=[O:12].C(Cl)Cl.[BH4-].[Na+]. The catalyst class is: 5. Product: [Cl:1][C:2]1[CH:3]=[C:4]([CH:13]=[CH:14][CH:15]=1)[CH2:5][C:6]1[CH:10]=[CH:9][S:8][C:7]=1[CH2:11][OH:12]. (4) Reactant: [C:1]12([NH:12]C(=O)OC(C)(C)C)[CH2:11][CH:6]3[CH2:7][CH:8]([CH2:10][CH:3]([O:4][CH2:5]3)[CH2:2]1)[CH2:9]2.[ClH:20]. Product: [ClH:20].[C:1]12([NH2:12])[CH2:11][CH:6]3[CH2:7][CH:8]([CH2:10][CH:3]([O:4][CH2:5]3)[CH2:2]1)[CH2:9]2.[ClH:20]. The catalyst class is: 12. (5) Reactant: [C:1]([O:5][C:6]([NH:8][CH:9]([C:29]([OH:31])=[O:30])[CH2:10][CH2:11][CH2:12][CH2:13][NH:14][S:15]([C:18]1[C:23]([Cl:24])=[CH:22][CH:21]=[C:20]([N+:25]([O-])=O)[C:19]=1[OH:28])(=[O:17])=[O:16])=[O:7])([CH3:4])([CH3:3])[CH3:2].[H][H]. Product: [C:1]([O:5][C:6]([NH:8][CH:9]([C:29]([OH:31])=[O:30])[CH2:10][CH2:11][CH2:12][CH2:13][NH:14][S:15]([C:18]1[C:23]([Cl:24])=[CH:22][CH:21]=[C:20]([NH2:25])[C:19]=1[OH:28])(=[O:16])=[O:17])=[O:7])([CH3:4])([CH3:2])[CH3:3]. The catalyst class is: 45. (6) Reactant: [CH:1]1[C:11]2[CH2:10][C:9]3([CH2:15][CH2:14][CH:13]([N:16]4[CH2:21][CH2:20][N:19](C(OCC5C=CC=CC=5)=O)[CH:18]([C:32]([O:34][CH3:35])=[O:33])[CH2:17]4)[CH2:12]3)[C:8]3[CH:36]=[CH:37][CH:38]=[CH:39][C:7]=3[CH2:6][C:5]=2[CH:4]=[CH:3][CH:2]=1.CC(O)=O. Product: [CH:1]1[C:11]2[CH2:10][C:9]3([CH2:15][CH2:14][CH:13]([N:16]4[CH2:21][CH2:20][NH:19][CH:18]([C:32]([O:34][CH3:35])=[O:33])[CH2:17]4)[CH2:12]3)[C:8]3[CH:36]=[CH:37][CH:38]=[CH:39][C:7]=3[CH2:6][C:5]=2[CH:4]=[CH:3][CH:2]=1. The catalyst class is: 29.